From a dataset of Full USPTO retrosynthesis dataset with 1.9M reactions from patents (1976-2016). Predict the reactants needed to synthesize the given product. (1) Given the product [F:1][C:2]1[CH:10]=[C:9]2[C:5]([C:6]([C:11]3[CH:12]=[CH:13][C:14]4[N:18]=[C:17]([CH:19]5[CH2:20][CH2:21][NH:22][CH2:23][CH2:24]5)[NH:16][C:15]=4[CH:32]=3)=[CH:7][NH:8]2)=[CH:4][CH:3]=1, predict the reactants needed to synthesize it. The reactants are: [F:1][C:2]1[CH:10]=[C:9]2[C:5]([C:6]([C:11]3[CH:12]=[CH:13][C:14]4[N:18]=[C:17]([CH:19]5[CH2:24][CH2:23][N:22](C(OC(C)(C)C)=O)[CH2:21][CH2:20]5)[NH:16][C:15]=4[CH:32]=3)=[CH:7][NH:8]2)=[CH:4][CH:3]=1.Cl. (2) Given the product [N:14]([C:15]1[C:16](=[O:18])[O:1][C:2]2[C:3]([CH:4]=1)=[CH:6][CH:7]=[C:8]([OH:10])[CH:9]=2)=[N+:28]=[N-:29], predict the reactants needed to synthesize it. The reactants are: [OH:1][C:2]1[CH:9]=[C:8]([OH:10])[CH:7]=[CH:6][C:3]=1[CH:4]=O.C([NH:14][CH2:15][C:16]([OH:18])=O)(=O)C.C([O-])(=O)C.[Na+].N([O-])=O.[Na+].[N-:28]=[N+:29]=[N-].[Na+].[K+].[Br-].